Dataset: Forward reaction prediction with 1.9M reactions from USPTO patents (1976-2016). Task: Predict the product of the given reaction. Given the reactants [Cl-].[CH2:2]([N+:6]1[CH:10]=[CH:9][N:8]([CH3:11])[CH:7]=1)[CH2:3][CH2:4][CH3:5].[F:12][C:13]([F:25])([S:21]([O-:24])(=[O:23])=[O:22])[CH:14]([F:20])[O:15][C:16]([F:19])([F:18])[F:17].[K+], predict the reaction product. The product is: [CH2:2]([N+:6]1[CH:10]=[CH:9][N:8]([CH3:11])[CH:7]=1)[CH2:3][CH2:4][CH3:5].[F:25][C:13]([F:12])([S:21]([O-:24])(=[O:23])=[O:22])[CH:14]([F:20])[O:15][C:16]([F:18])([F:17])[F:19].